Dataset: Reaction yield outcomes from USPTO patents with 853,638 reactions. Task: Predict the reaction yield, written as a fraction of the theoretical maximum amount of product (1.0 means a 100% yield; for example, 0.34 means a 34% yield). (1) The reactants are [CH3:1][O:2][C:3]1[CH:4]=[C:5]([C:13]2[CH:14]=[C:15]3[CH2:21][C:20](=[O:22])[N:19](COCC[Si](C)(C)C)[C:16]3=[N:17][CH:18]=2)[CH:6]=[C:7]([O:11][CH3:12])[C:8]=1[O:9][CH3:10].C(=O)([O-])[O-].[Cs+].[Cs+].I[CH2:38][CH2:39][CH2:40][CH2:41]I. The product is [CH3:12][O:11][C:7]1[CH:6]=[C:5]([C:13]2[CH:14]=[C:15]3[C:21]4([CH2:41][CH2:40][CH2:39][CH2:38]4)[C:20](=[O:22])[NH:19][C:16]3=[N:17][CH:18]=2)[CH:4]=[C:3]([O:2][CH3:1])[C:8]=1[O:9][CH3:10]. The catalyst is CN(C=O)C. The yield is 0.510. (2) The reactants are S(Cl)(Cl)=O.CO.[NH2:7][C:8]1[CH:16]=[CH:15][C:11]([C:12]([OH:14])=[O:13])=[CH:10][C:9]=1[C:17]([F:20])([F:19])[F:18].[C:21](=O)(O)[O-].[Na+]. The catalyst is O. The product is [NH2:7][C:8]1[CH:16]=[CH:15][C:11]([C:12]([O:14][CH3:21])=[O:13])=[CH:10][C:9]=1[C:17]([F:18])([F:19])[F:20]. The yield is 0.930. (3) The catalyst is C1COCC1.[O-]CC.[O-]CC.[O-]CC.[O-]CC.[Ti+4]. The product is [CH2:1]([O:8][C@@H:9]1[C@@H:13]([CH2:14][O:15][CH2:16][C:17]2[CH:18]=[CH:19][CH:20]=[CH:21][CH:22]=2)[O:12][C@H:11]([O:23][CH3:24])/[C:10]/1=[N:32]\[S:30]([C:27]([CH3:29])([CH3:28])[CH3:26])=[O:31])[C:2]1[CH:7]=[CH:6][CH:5]=[CH:4][CH:3]=1. The reactants are [CH2:1]([O:8][C@@H:9]1[C@@H:13]([CH2:14][O:15][CH2:16][C:17]2[CH:22]=[CH:21][CH:20]=[CH:19][CH:18]=2)[O:12][C@H:11]([O:23][CH3:24])[C:10]1=O)[C:2]1[CH:7]=[CH:6][CH:5]=[CH:4][CH:3]=1.[CH3:26][C:27]([S:30]([NH2:32])=[O:31])([CH3:29])[CH3:28].[Cl-].[Na+]. The yield is 0.580. (4) The reactants are [CH:1]1[CH:2]=[C:3]([CH2:6][NH:7][C:8]2[C:13]([C:14]([OH:16])=[O:15])=[CH:12][C:11]([S:17]([NH2:20])(=[O:19])=[O:18])=[C:10]([Cl:21])[CH:9]=2)[O:4][CH:5]=1.[CH3:22][O:23][C:24]1[CH:31]=[CH:30][C:27]([CH2:28]Cl)=[CH:26][CH:25]=1.C(N(CC)CC)C. The catalyst is CN(C)C=O. The product is [NH2:20][S:17]([C:11]1[C:10]([Cl:21])=[CH:9][C:8]([NH:7][CH2:6][C:3]2[O:4][CH:5]=[CH:1][CH:2]=2)=[C:13]([CH:12]=1)[C:14]([O:16][CH2:28][C:27]1[CH:30]=[CH:31][C:24]([O:23][CH3:22])=[CH:25][CH:26]=1)=[O:15])(=[O:19])=[O:18]. The yield is 0.760. (5) The reactants are [Cl:1][C:2]1[CH:3]=[CH:4][CH:5]=[C:6]([NH2:11])[C:7]=1[C:8]([OH:10])=[O:9].[CH3:12][Si](C=[N+]=[N-])(C)C.[F:19][C:20]1[CH:25]=[CH:24][CH:23]=[CH:22][C:21]=1[S:26](Cl)(=[O:28])=[O:27]. The catalyst is C1C=CC=CC=1.CO. The product is [Cl:1][C:2]1[CH:3]=[CH:4][CH:5]=[C:6]([NH:11][S:26]([C:21]2[CH:22]=[CH:23][CH:24]=[CH:25][C:20]=2[F:19])(=[O:28])=[O:27])[C:7]=1[C:8]([O:10][CH3:12])=[O:9]. The yield is 0.660. (6) The reactants are [C:1]([O:5][C:6]([N:8]1[CH2:11][C:10](=[O:12])[CH2:9]1)=[O:7])([CH3:4])([CH3:3])[CH3:2].[N+:13]([CH3:16])([O-:15])=[O:14].C(N(CC)CC)C. The catalyst is C(O)C. The product is [C:1]([O:5][C:6]([N:8]1[CH2:9][C:10]([OH:12])([CH2:16][N+:13]([O-:15])=[O:14])[CH2:11]1)=[O:7])([CH3:4])([CH3:2])[CH3:3]. The yield is 0.970. (7) The reactants are [S:1]1[C:5]2[CH:6]=[CH:7][CH:8]=[CH:9][C:4]=2[N:3]=[C:2]1[C:10](=[C:13](SC)SC)[C:11]#[N:12].[CH2:18]([NH2:25])[C:19]1[CH:24]=[CH:23][CH:22]=[CH:21][CH:20]=1.O.[NH2:27][NH2:28]. The catalyst is C(O)C. The product is [S:1]1[C:5]2[CH:6]=[CH:7][CH:8]=[CH:9][C:4]=2[N:3]=[C:2]1[C:10]1[C:11]([NH2:12])=[N:27][NH:28][C:13]=1[NH:25][CH2:18][C:19]1[CH:24]=[CH:23][CH:22]=[CH:21][CH:20]=1. The yield is 0.530. (8) The reactants are [Br:1][C:2]1[CH:3]=[C:4]([N:17]2[C:21]3=[N:22][CH:23]=[CH:24][CH:25]=[C:20]3[C:19]([C:26]([O:28][CH3:29])=[O:27])=[N:18]2)[CH:5]=[C:6]([CH2:8][O:9][Si](C(C)(C)C)(C)C)[CH:7]=1.[F-].C([N+](CCCC)(CCCC)CCCC)CCC. The catalyst is O1CCCC1. The product is [Br:1][C:2]1[CH:3]=[C:4]([N:17]2[C:21]3=[N:22][CH:23]=[CH:24][CH:25]=[C:20]3[C:19]([C:26]([O:28][CH3:29])=[O:27])=[N:18]2)[CH:5]=[C:6]([CH2:8][OH:9])[CH:7]=1. The yield is 0.790. (9) The reactants are Br[C:2]1[CH:7]=[CH:6][CH:5]=[CH:4][C:3]=1[O:8][CH3:9].[CH2:10]([NH2:16])[CH2:11][CH2:12][CH2:13][CH2:14][CH3:15]. No catalyst specified. The product is [CH3:9][O:8][C:3]1[CH:4]=[CH:5][CH:6]=[CH:7][C:2]=1[NH:16][CH2:10][CH2:11][CH2:12][CH2:13][CH2:14][CH3:15]. The yield is 0.890.